Dataset: Tyrosyl-DNA phosphodiesterase HTS with 341,365 compounds. Task: Binary Classification. Given a drug SMILES string, predict its activity (active/inactive) in a high-throughput screening assay against a specified biological target. (1) The compound is [O-][N+](=O)c1cc(c2n(c(NCc3cc([N+]([O-])=O)ccc3)nc2)C)ccc1. The result is 0 (inactive). (2) The compound is O=c1n([nH]cc2c3c(nc12)ccc(c3)C)CC(=O)NCCCN(Cc1ccccc1)CC. The result is 0 (inactive). (3) The drug is S(=O)(=O)(c1ccc(CNC(=O)C(\C=C(\C(NC(OCc2ccccc2)=O)c2ccc(cc2)C(OC)=O)c2cccnc2)C)cc1)C. The result is 0 (inactive). (4) The drug is S1C(Cc2c1c1c(nc2C)ccc(c1)C(O)=O)C. The result is 1 (active). (5) The compound is Brc1c(S(=O)(=O)NCc2c(Br)cccc2)cccc1. The result is 0 (inactive).